This data is from Peptide-MHC class II binding affinity with 134,281 pairs from IEDB. The task is: Regression. Given a peptide amino acid sequence and an MHC pseudo amino acid sequence, predict their binding affinity value. This is MHC class II binding data. The peptide sequence is AAATAGTTVYGANAA. The binding affinity (normalized) is 0.622. The MHC is HLA-DQA10501-DQB10301 with pseudo-sequence HLA-DQA10501-DQB10301.